From a dataset of Forward reaction prediction with 1.9M reactions from USPTO patents (1976-2016). Predict the product of the given reaction. (1) Given the reactants [CH:1]([C:4]1[C:8]([CH2:9][CH2:10][CH2:11][OH:12])=[CH:7][N:6]([C:13]2[CH:18]=[CH:17][C:16]([C:19]([F:22])([F:21])[F:20])=[CH:15][CH:14]=2)[N:5]=1)([CH3:3])[CH3:2].O[C:24]1[C:29]([O:30][CH3:31])=[CH:28][CH:27]=[CH:26][C:25]=1[CH2:32][C:33]([O:35]C)=[O:34].C(P(CCCC)CCCC)CCC.N(C(N1CCCCC1)=O)=NC(N1CCCCC1)=O, predict the reaction product. The product is: [CH:1]([C:4]1[C:8]([CH2:9][CH2:10][CH2:11][O:12][C:24]2[C:29]([O:30][CH3:31])=[CH:28][CH:27]=[CH:26][C:25]=2[CH2:32][C:33]([OH:35])=[O:34])=[CH:7][N:6]([C:13]2[CH:14]=[CH:15][C:16]([C:19]([F:21])([F:22])[F:20])=[CH:17][CH:18]=2)[N:5]=1)([CH3:3])[CH3:2]. (2) Given the reactants [Cl:1][C:2]1[CH:3]=[C:4]2[C:9](=[CH:10][CH:11]=1)[C:8](=[O:12])[NH:7][CH2:6][CH2:5]2.Br[C:14]1[CH:15]=[N:16][CH:17]=[C:18]([CH:21]=1)[C:19]#[N:20].[C@H]1(N)CCCC[C@@H]1N.C([O-])([O-])=O.[Cs+].[Cs+], predict the reaction product. The product is: [Cl:1][C:2]1[CH:3]=[C:4]2[C:9](=[CH:10][CH:11]=1)[C:8](=[O:12])[N:7]([C:14]1[CH:15]=[N:16][CH:17]=[C:18]([CH:21]=1)[C:19]#[N:20])[CH2:6][CH2:5]2. (3) Given the reactants [Br:1][C:2]1[CH:3]=[C:4]([CH:9]=[CH:10][CH:11]=1)[C:5](=[O:8])[CH2:6]Br.C(N(CC)C(C)C)(C)C.[CH2:21]([NH:24][CH2:25][C:26]1[CH:31]=[CH:30][C:29]([O:32][CH3:33])=[CH:28][C:27]=1[O:34][CH3:35])[CH:22]=[CH2:23].C(=O)(O)[O-].[Na+].[Cl-].[Na+], predict the reaction product. The product is: [CH2:21]([N:24]([CH2:25][C:26]1[CH:31]=[CH:30][C:29]([O:32][CH3:33])=[CH:28][C:27]=1[O:34][CH3:35])[CH2:6][C:5]([C:4]1[CH:9]=[CH:10][CH:11]=[C:2]([Br:1])[CH:3]=1)=[O:8])[CH:22]=[CH2:23]. (4) Given the reactants [Si:1]([O:8][CH2:9]/[CH:10]=[CH:11]/[C:12]([O:14][CH2:15][CH3:16])=[O:13])([C:4]([CH3:7])([CH3:6])[CH3:5])([CH3:3])[CH3:2].[CH2:17]([N:24]([CH2:28][Si](C)(C)C)[CH2:25]OC)[C:18]1[CH:23]=[CH:22][CH:21]=[CH:20][CH:19]=1.C(O)(C(F)(F)F)=O, predict the reaction product. The product is: [CH2:15]([O:14][C:12]([C@H:11]1[C@H:10]([CH2:9][O:8][Si:1]([C:4]([CH3:7])([CH3:6])[CH3:5])([CH3:3])[CH3:2])[CH2:28][N:24]([CH2:17][C:18]2[CH:23]=[CH:22][CH:21]=[CH:20][CH:19]=2)[CH2:25]1)=[O:13])[CH3:16]. (5) Given the reactants C1(O[C:8](=[O:23])[NH:9][C:10]2[CH:11]=[C:12]3[C:16](=[CH:17][CH:18]=2)[CH2:15][C:14]2([O:22][CH2:21][CH2:20][O:19]2)[CH2:13]3)C=CC=CC=1.[OH2:24].[NH2:25][NH2:26].[O:27]1[CH2:32][CH2:31]OCC1, predict the reaction product. The product is: [CH2:15]1[C:16]2[C:12](=[CH:11][C:10]([N:9]3[C:8]([OH:23])=[N:26][N:25]=[C:16]3[C:12]3[CH:11]=[C:31]([CH:18]([CH3:17])[CH3:10])[C:32]([OH:27])=[CH:14][C:13]=3[OH:24])=[CH:18][CH:17]=2)[CH2:13][C:14]21[O:19][CH2:20][CH2:21][O:22]2. (6) Given the reactants [Br-].[CH3:2][N:3]1[CH:7]=[CH:6][N+:5]([CH2:8][C:9]([O:11][CH2:12][CH2:13][O:14][CH2:15][CH2:16][CH3:17])=[O:10])=[CH:4]1.[S:18]([O-:30])([O:21][CH2:22][CH2:23][CH2:24][CH2:25][CH2:26][CH2:27][CH2:28][CH3:29])(=[O:20])=[O:19].[Na+], predict the reaction product. The product is: [CH2:22]([O:21][S:18]([O-:30])(=[O:20])=[O:19])[CH2:23][CH2:24][CH2:25][CH2:26][CH2:27][CH2:28][CH3:29].[CH3:2][N:3]1[CH:7]=[CH:6][N+:5]([CH2:8][C:9]([O:11][CH2:12][CH2:13][O:14][CH2:15][CH2:16][CH3:17])=[O:10])=[CH:4]1.